This data is from Full USPTO retrosynthesis dataset with 1.9M reactions from patents (1976-2016). The task is: Predict the reactants needed to synthesize the given product. (1) Given the product [CH2:64]([NH:65][C:22]([C:21]1[CH:20]=[N:19][N:12]2[C@H:13]([C:15]([F:17])([F:18])[F:16])[CH2:14][C@H:9]([C:6]3[CH:7]=[CH:8][C:3]([CH2:1][CH3:2])=[CH:4][CH:5]=3)[NH:10][C:11]=12)=[O:23])[C:58]1[CH:63]=[CH:62][CH:61]=[CH:60][CH:59]=1, predict the reactants needed to synthesize it. The reactants are: [CH2:1]([C:3]1[CH:8]=[CH:7][C:6]([C@H:9]2[CH2:14][C@@H:13]([C:15]([F:18])([F:17])[F:16])[N:12]3[N:19]=[CH:20][C:21]([C:22](O)=[O:23])=[C:11]3[NH:10]2)=[CH:5][CH:4]=1)[CH3:2].CN(C(ON1N=NC2C=CC=NC1=2)=[N+](C)C)C.F[P-](F)(F)(F)(F)F.C(N(CC)C(C)C)(C)C.[C:58]1([CH2:64][NH2:65])[CH:63]=[CH:62][CH:61]=[CH:60][CH:59]=1. (2) Given the product [O:10]=[C:3]1[C:4]2[CH2:5][CH2:6][CH2:7][CH2:8][C:9]=2[N:1]([CH2:12][C:13]([O:15][C:16]([CH3:19])([CH3:18])[CH3:17])=[O:14])[NH:2]1, predict the reactants needed to synthesize it. The reactants are: [NH:1]1[C:9]2[CH2:8][CH2:7][CH2:6][CH2:5][C:4]=2[C:3](=[O:10])[NH:2]1.Br[CH2:12][C:13]([O:15][C:16]([CH3:19])([CH3:18])[CH3:17])=[O:14].C([O-])([O-])=O.[K+].[K+]. (3) Given the product [Cl:20][C:7]1[C:6]2[C:11](=[CH:12][C:3]([O:2][CH3:1])=[C:4]([OH:14])[CH:5]=2)[N:10]=[CH:9][CH:8]=1, predict the reactants needed to synthesize it. The reactants are: [CH3:1][O:2][C:3]1[CH:12]=[C:11]2[C:6]([C:7](=O)[CH:8]=[CH:9][NH:10]2)=[CH:5][C:4]=1[O:14]C(=O)C.O=P(Cl)(Cl)[Cl:20]. (4) Given the product [OH:18][C:4]1[C:3]([NH:2][N:19]=[C:35]2[C:36](=[O:37])[N:32]([C:28]3[CH:27]=[C:26]4[C:31](=[CH:30][CH:29]=3)[CH2:23][CH2:24][CH2:25]4)[N:33]=[C:34]2[CH3:38])=[CH:8][CH:7]=[CH:6][C:5]=1[C:9]1[CH:14]=[CH:13][CH:12]=[C:11]([C:15]([OH:17])=[O:16])[CH:10]=1, predict the reactants needed to synthesize it. The reactants are: Br.[NH2:2][C:3]1[C:4]([OH:18])=[C:5]([C:9]2[CH:14]=[CH:13][CH:12]=[C:11]([C:15]([OH:17])=[O:16])[CH:10]=2)[CH:6]=[CH:7][CH:8]=1.[N:19]([O-])=O.[Na+].[CH2:23]1[C:31]2[C:26](=[CH:27][C:28]([N:32]3[C:36](=[O:37])[CH2:35][C:34]([CH3:38])=[N:33]3)=[CH:29][CH:30]=2)[CH2:25][CH2:24]1.C(=O)(O)[O-].[Na+]. (5) Given the product [NH2:49][C:19](=[N:18][C:1]([O:7][CH2:8][CH2:13][CH2:12][CH3:11])=[O:17])[C:20]1[CH:48]=[CH:47][C:23]([O:24][CH2:25][CH2:26][CH2:27][CH:28]2[CH2:33][CH2:32][N:31]([CH2:34][CH2:35][CH2:36][O:37][C:38]3[CH:39]=[CH:40][C:41]([C:42]([NH2:44])=[N:43][C:1]([O:7][CH2:8][CH2:13][CH2:12][CH3:11])=[O:54])=[CH:45][CH:46]=3)[CH2:30][CH2:29]2)=[CH:22][CH:21]=1, predict the reactants needed to synthesize it. The reactants are: [C:1](=[O:17])([O:7][C:8]1[CH:13]=[CH:12][C:11]([N+]([O-])=O)=CC=1)OCCCC.[NH2:18][C:19](=[NH:49])[C:20]1[CH:48]=[CH:47][C:23]([O:24][CH2:25][CH2:26][CH2:27][CH:28]2[CH2:33][CH2:32][N:31]([CH2:34][CH2:35][CH2:36][O:37][C:38]3[CH:46]=[CH:45][C:41]([C:42]([NH2:44])=[NH:43])=[CH:40][CH:39]=3)[CH2:30][CH2:29]2)=[CH:22][CH:21]=1.C(Cl)(Cl)Cl.[OH2:54]. (6) Given the product [Cl:1][C:2]1[S:6][C:5]([C:7]([NH:9][CH2:10][C:11]2[N:12]=[N:13][N:14]([C:16]3[CH:21]=[CH:20][C:19]([N:22]4[CH:27]=[CH:26][CH:25]=[C:24]([F:29])[C:23]4=[O:28])=[CH:18][CH:17]=3)[CH:15]=2)=[O:8])=[CH:4][CH:3]=1, predict the reactants needed to synthesize it. The reactants are: [Cl:1][C:2]1[S:6][C:5]([C:7]([NH:9][CH2:10][C:11]2[N:12]=[N:13][N:14]([C:16]3[CH:21]=[CH:20][C:19]([N:22]4[CH:27]=[CH:26][CH:25]=[CH:24][C:23]4=[O:28])=[CH:18][CH:17]=3)[CH:15]=2)=[O:8])=[CH:4][CH:3]=1.[F:29]C1C(O)=NC=CC=1.CNCCNC.[O-]P([O-])([O-])=O.[K+].[K+].[K+].